From a dataset of Human liver microsome stability data. Regression/Classification. Given a drug SMILES string, predict its absorption, distribution, metabolism, or excretion properties. Task type varies by dataset: regression for continuous measurements (e.g., permeability, clearance, half-life) or binary classification for categorical outcomes (e.g., BBB penetration, CYP inhibition). Dataset: hlm. The molecule is Cc1cc(CCC#N)cc(C)c1Oc1cc(Nc2ccc(C#N)cc2)c(N)cc1COC(=O)C1CC1. The result is 1 (stable in human liver microsomes).